From a dataset of Reaction yield outcomes from USPTO patents with 853,638 reactions. Predict the reaction yield, written as a fraction of the theoretical maximum amount of product (1.0 means a 100% yield; for example, 0.34 means a 34% yield). (1) The reactants are [Cl-].[Li+].Cl[C:4]1[CH:9]=[CH:8][C:7]([O:10][CH3:11])=[CH:6][CH:5]=1.Cl[SiH:13]([CH3:15])[CH3:14]. The catalyst is C1COCC1. The product is [CH3:11][O:10][C:7]1[CH:8]=[CH:9][C:4]([SiH:13]([CH3:15])[CH3:14])=[CH:5][CH:6]=1. The yield is 0.850. (2) The reactants are [CH:1]([C:4]1[CH:22]=[CH:21][CH:20]=[C:19]([CH:23]([CH3:25])[CH3:24])[C:5]=1[O:6][C:7]([O:9][C:10]1[CH:18]=[CH:17][CH:16]=[CH:15][C:11]=1[C:12](O)=[O:13])=[O:8])([CH3:3])[CH3:2].Cl.C([O:31][C:32](=[O:36])[CH2:33][CH2:34][NH2:35])(C)(C)C.C(N(C(C)C)CC)(C)C. The catalyst is CN(C=O)C.C(OCC)(=O)C. The product is [CH:1]([C:4]1[CH:22]=[CH:21][CH:20]=[C:19]([CH:23]([CH3:25])[CH3:24])[C:5]=1[O:6][C:7]([O:9][C:10]1[CH:18]=[CH:17][CH:16]=[CH:15][C:11]=1[C:12]([NH:35][CH2:34][CH2:33][C:32]([OH:31])=[O:36])=[O:13])=[O:8])([CH3:3])[CH3:2]. The yield is 0.0800. (3) The product is [CH3:25][CH:26]([CH3:36])[CH2:27][CH:28]([Br:23])[CH2:29][C:30]([O:32][CH2:33][CH3:34])=[O:31]. The catalyst is CCCCCC.C(OCC)(=O)C.O. The reactants are C1(P(C2C=CC=CC=2)C2C=CC=CC=2)C=CC=CC=1.C(Cl)Cl.[Br:23]Br.[CH3:25][CH:26]([CH3:36])[CH2:27][CH:28](O)[CH2:29][C:30]([O:32][CH2:33][CH3:34])=[O:31]. The yield is 0.700. (4) The reactants are [CH2:1]([O:8][C:9]1[CH:14]=[CH:13][C:12]([OH:15])=[C:11]([CH:16]=[CH2:17])[CH:10]=1)[C:2]1[CH:7]=[CH:6][CH:5]=[CH:4][CH:3]=1.[CH3:18][C:19]1[O:23][C:22]([C:24]2[CH:29]=[CH:28][CH:27]=[CH:26][CH:25]=2)=[N:21][C:20]=1[CH2:30][CH2:31]OS(C1C=CC(C)=CC=1)(=O)=O.C(=O)([O-])[O-].[Cs+].[Cs+]. The catalyst is CN(C=O)C. The product is [CH2:1]([O:8][C:9]1[CH:14]=[CH:13][C:12]([O:15][CH2:31][CH2:30][C:20]2[N:21]=[C:22]([C:24]3[CH:29]=[CH:28][CH:27]=[CH:26][CH:25]=3)[O:23][C:19]=2[CH3:18])=[C:11]([CH:16]=[CH2:17])[CH:10]=1)[C:2]1[CH:3]=[CH:4][CH:5]=[CH:6][CH:7]=1. The yield is 0.840. (5) The reactants are [CH3:1][O:2][C:3]1[CH:4]=[CH:5][C:6]2[C:10]([O:11][C:12]3[CH:17]=[CH:16][C:15](/[CH:18]=[CH:19]/[C:20]([O:22][C:23]([CH3:26])([CH3:25])[CH3:24])=[O:21])=[CH:14][CH:13]=3)=[CH:9][S:8][C:7]=2[CH:27]=1.Br[C:29]1[CH:34]=[CH:33][C:32]([C:35]([F:38])([F:37])[F:36])=[CH:31][CH:30]=1.BrC1C=CC(F)=CC=1.CC(C)(C)C(O)=O.C(=O)([O-])[O-].[K+].[K+]. The catalyst is CC(N(C)C)=O. The product is [CH3:1][O:2][C:3]1[CH:4]=[CH:5][C:6]2[C:10]([O:11][C:12]3[CH:17]=[CH:16][C:15](/[CH:18]=[CH:19]/[C:20]([O:22][C:23]([CH3:24])([CH3:26])[CH3:25])=[O:21])=[CH:14][CH:13]=3)=[C:9]([C:29]3[CH:34]=[CH:33][C:32]([C:35]([F:38])([F:37])[F:36])=[CH:31][CH:30]=3)[S:8][C:7]=2[CH:27]=1. The yield is 0.860.